This data is from Full USPTO retrosynthesis dataset with 1.9M reactions from patents (1976-2016). The task is: Predict the reactants needed to synthesize the given product. (1) The reactants are: C[O:2][C:3](=[O:31])[CH2:4][CH2:5][C:6]12[CH2:13][C:10]([C:14]3[NH:22][C:21]4[C:20](=[O:23])[N:19]([CH2:24][CH2:25][CH3:26])[C:18](=[O:27])[N:17]([CH2:28][CH2:29][CH3:30])[C:16]=4[N:15]=3)([CH2:11][CH2:12]1)[CH2:9][CH2:8][CH2:7]2.[OH-].[Na+]. Given the product [O:27]=[C:18]1[N:17]([CH2:28][CH2:29][CH3:30])[C:16]2[N:15]=[C:14]([C:10]34[CH2:13][C:6]([CH2:5][CH2:4][C:3]([OH:31])=[O:2])([CH2:12][CH2:11]3)[CH2:7][CH2:8][CH2:9]4)[NH:22][C:21]=2[C:20](=[O:23])[N:19]1[CH2:24][CH2:25][CH3:26], predict the reactants needed to synthesize it. (2) Given the product [Br:1][C:2]1[N:6]=[C:5]([NH:7][S:8]([C:11]2[CH:19]=[C:18]3[C:14]([C:15]([C:21]4[CH:26]=[CH:25][C:24]([C:27]([F:28])([F:29])[F:30])=[CH:23][C:22]=4[C:31]4[N:35]([CH3:36])[N:34]=[CH:33][CH:32]=4)=[CH:16][N:17]3[CH3:20])=[CH:13][CH:12]=2)(=[O:9])=[O:10])[S:4][N:3]=1, predict the reactants needed to synthesize it. The reactants are: [Br:1][C:2]1[N:6]=[C:5]([N:7](CC2C=CC(OC)=CC=2)[S:8]([C:11]2[CH:19]=[C:18]3[C:14]([C:15]([C:21]4[CH:26]=[CH:25][C:24]([C:27]([F:30])([F:29])[F:28])=[CH:23][C:22]=4[C:31]4[N:35]([CH3:36])[N:34]=[CH:33][CH:32]=4)=[CH:16][N:17]3[CH3:20])=[CH:13][CH:12]=2)(=[O:10])=[O:9])[S:4][N:3]=1.FC(F)(F)C(O)=O.